Dataset: Reaction yield outcomes from USPTO patents with 853,638 reactions. Task: Predict the reaction yield, written as a fraction of the theoretical maximum amount of product (1.0 means a 100% yield; for example, 0.34 means a 34% yield). (1) The reactants are [Br:1][C:2]1[CH:3]=[CH:4][C:5]2[O:14][C:13]3[C:12](=[O:15])[NH:11][C:10](Cl)=[N:9][C:8]=3[C:6]=2[CH:7]=1.[CH3:17][N:18]1[CH2:23][CH2:22][NH:21][CH2:20][CH2:19]1. The catalyst is C(O)C. The product is [Br:1][C:2]1[CH:3]=[CH:4][C:5]2[O:14][C:13]3[C:12](=[O:15])[NH:11][C:10]([N:21]4[CH2:22][CH2:23][N:18]([CH3:17])[CH2:19][CH2:20]4)=[N:9][C:8]=3[C:6]=2[CH:7]=1. The yield is 0.360. (2) The reactants are [CH3:1][N:2]([C:4]([N:6]=[C:7]([NH2:9])[NH2:8])=[NH:5])[CH3:3].[ClH:10].[CH2:11](OC(OCC)C)[CH3:12]. The catalyst is C(O)C(C)C.O.C1(C)C=CC(S(O)(=O)=O)=CC=1. The product is [ClH:10].[NH2:8][C:7]1[NH:6][C:4]([N:2]([CH3:3])[CH3:1])=[N:5][CH:11]([CH3:12])[N:9]=1. The yield is 0.774.